This data is from Full USPTO retrosynthesis dataset with 1.9M reactions from patents (1976-2016). The task is: Predict the reactants needed to synthesize the given product. (1) Given the product [CH3:36][C:37]1[N:38]=[CH:39][C:40]([C:2]2[CH:7]=[C:6]([O:8][C:9]3[CH:10]=[CH:11][C:12]([NH:15][C:16]([N:18]4[CH2:22][CH2:21][N:20]([CH:23]5[CH2:28][CH2:27][O:26][CH2:25][CH2:24]5)[C:19]4=[O:29])=[O:17])=[N:13][CH:14]=3)[CH:5]=[CH:4][N:3]=2)=[CH:41][CH:42]=1, predict the reactants needed to synthesize it. The reactants are: Cl[C:2]1[CH:7]=[C:6]([O:8][C:9]2[CH:10]=[CH:11][C:12]([NH:15][C:16]([N:18]3[CH2:22][CH2:21][N:20]([CH:23]4[CH2:28][CH2:27][O:26][CH2:25][CH2:24]4)[C:19]3=[O:29])=[O:17])=[N:13][CH:14]=2)[CH:5]=[CH:4][N:3]=1.C([O-])([O-])=O.[K+].[K+].[CH3:36][C:37]1[CH:42]=[CH:41][C:40](B2OC(C)(C)C(C)(C)O2)=[CH:39][N:38]=1. (2) Given the product [CH2:10]([O:17][C:18]([NH:1][C@@H:2]([C:6]([SH:9])([CH3:8])[CH3:7])[C:3]([OH:5])=[O:4])=[O:19])[C:11]1[CH:16]=[CH:15][CH:14]=[CH:13][CH:12]=1, predict the reactants needed to synthesize it. The reactants are: [NH2:1][C@@H:2]([C:6]([SH:9])([CH3:8])[CH3:7])[C:3]([OH:5])=[O:4].[CH2:10]([O:17][C:18](ON1C(=O)CCC1=O)=[O:19])[C:11]1[CH:16]=[CH:15][CH:14]=[CH:13][CH:12]=1.CCN(C(C)C)C(C)C. (3) Given the product [C:1]([NH:4][C:5]1[CH:31]=[CH:30][CH:29]=[C:7]2[C:8]([N:10]([CH:13]([C:18]3[CH:23]=[CH:22][C:21]([O:24][CH3:25])=[C:20]([O:26][CH2:27][CH3:28])[CH:19]=3)[CH2:14][C:15]([NH:45][OH:46])=[O:17])[C:11](=[O:12])[C:6]=12)=[O:9])(=[O:3])[CH3:2], predict the reactants needed to synthesize it. The reactants are: [C:1]([NH:4][C:5]1[CH:31]=[CH:30][CH:29]=[C:7]2[C:8]([N:10]([CH:13]([C:18]3[CH:23]=[CH:22][C:21]([O:24][CH3:25])=[C:20]([O:26][CH2:27][CH3:28])[CH:19]=3)[CH2:14][C:15]([OH:17])=O)[C:11](=[O:12])[C:6]=12)=[O:9])(=[O:3])[CH3:2].C(N1C=CN=C1)(N1C=CN=C1)=O.Cl.[NH2:45][OH:46]. (4) Given the product [CH3:57][O:56][C:49]1[C:50]2[C:55](=[CH:54][CH:53]=[CH:52][CH:51]=2)[C:46]([O:1][C@H:2]2[CH2:44][N:5]3[C:6](=[O:43])[C@@H:7]([NH:35][C:36](=[O:42])[O:37][C:38]([CH3:39])([CH3:41])[CH3:40])[C@H:8]([CH2:32][O:33][CH3:34])[CH2:9][CH:10]([CH3:31])[CH2:11][CH2:12][CH:13]=[CH:14][C@@H:15]4[CH2:20][C@@:16]4([C:21](=[O:30])[NH:22][S:23]([C:26]4([CH3:29])[CH2:28][CH2:27]4)(=[O:25])=[O:24])[NH:17][C:18](=[O:19])[C@@H:4]3[CH2:3]2)=[N:47][CH:48]=1, predict the reactants needed to synthesize it. The reactants are: [OH:1][C@H:2]1[CH2:44][N:5]2[C:6](=[O:43])[C@@H:7]([NH:35][C:36](=[O:42])[O:37][C:38]([CH3:41])([CH3:40])[CH3:39])[C@H:8]([CH2:32][O:33][CH3:34])[CH2:9][C@H:10]([CH3:31])[CH2:11][CH2:12][CH:13]=[CH:14][C@@H:15]3[CH2:20][C@@:16]3([C:21](=[O:30])[NH:22][S:23]([C:26]3([CH3:29])[CH2:28][CH2:27]3)(=[O:25])=[O:24])[NH:17][C:18](=[O:19])[C@@H:4]2[CH2:3]1.F[C:46]1[C:55]2[C:50](=[CH:51][CH:52]=[CH:53][CH:54]=2)[C:49]([O:56][CH3:57])=[CH:48][N:47]=1.CC([O-])(C)C.[K+]. (5) Given the product [NH2:3][C:4]1[C:9]2=[C:10]([C:17]3[CH:22]=[CH:21][C:20]([NH:23][C:24](=[O:25])[NH:26][C:27]4[CH:32]=[C:31]([C:33]([F:36])([F:35])[F:34])[CH:30]=[CH:29][C:28]=4[F:37])=[C:19]([F:38])[CH:18]=3)[C:11]([CH2:14][O:15][CH3:16])=[C:12]([C:49]3[CH2:50][CH2:51][N:46]([C:44]([O:43][C:39]([CH3:42])([CH3:41])[CH3:40])=[O:45])[CH2:47][CH:48]=3)[N:8]2[N:7]=[CH:6][N:5]=1, predict the reactants needed to synthesize it. The reactants are: N#N.[NH2:3][C:4]1[C:9]2=[C:10]([C:17]3[CH:22]=[CH:21][C:20]([NH:23][C:24]([NH:26][C:27]4[CH:32]=[C:31]([C:33]([F:36])([F:35])[F:34])[CH:30]=[CH:29][C:28]=4[F:37])=[O:25])=[C:19]([F:38])[CH:18]=3)[C:11]([CH2:14][O:15][CH3:16])=[C:12](Br)[N:8]2[N:7]=[CH:6][N:5]=1.[C:39]([O:43][C:44]([N:46]1[CH2:51][CH:50]=[C:49](B2OC(C)(C)C(C)(C)O2)[CH2:48][CH2:47]1)=[O:45])([CH3:42])([CH3:41])[CH3:40].C([O-])([O-])=O.[Na+].[Na+]. (6) Given the product [Cl:1][C:2]1[CH:7]=[CH:6][CH:5]=[CH:4][C:3]=1[C:8]([CH:10]1[CH2:11][CH2:12][N:13]([C:16]2[CH:20]=[C:19]([C:21]3[N:22]=[N:23][N:24]([CH2:26][C:27]([O:29][CH2:38][CH2:34][CH2:35][CH3:36])=[O:28])[N:25]=3)[O:18][N:17]=2)[CH2:14][CH2:15]1)=[O:9], predict the reactants needed to synthesize it. The reactants are: [Cl:1][C:2]1[CH:7]=[CH:6][CH:5]=[CH:4][C:3]=1[C:8]([CH:10]1[CH2:15][CH2:14][N:13]([C:16]2[CH2:20][CH:19]([C:21]3[N:22]=[N:23][N:24]([CH2:26][C:27]([O:29]C(C)(C)C)=[O:28])[N:25]=3)[O:18][N:17]=2)[CH2:12][CH2:11]1)=[O:9].[CH2:34]1[CH2:38]O[CH2:36][CH2:35]1.O=[N+]([O-])[O-].[O-][N+](=O)[O-].[O-][N+](=O)[O-].[O-][N+](=O)[O-].[O-][N+](=O)[O-].[O-][N+](=O)[O-].[Ce+4].[NH4+].[NH4+]. (7) Given the product [F:1][C:2]1[C:7]([F:8])=[CH:6][CH:5]=[CH:4][C:3]=1[C:9]1[N:17]=[C:12]2[CH:13]=[N:14][N:15]([CH2:19][C:20]3[O:24][N:23]=[C:22]([C:25]4[CH:37]=[CH:36][C:28]([O:29][CH2:30][CH2:31][CH2:32][N:33]([CH3:35])[CH3:34])=[CH:27][CH:26]=4)[CH:21]=3)[CH:16]=[C:11]2[N:10]=1, predict the reactants needed to synthesize it. The reactants are: [F:1][C:2]1[C:7]([F:8])=[CH:6][CH:5]=[CH:4][C:3]=1[C:9]1[N:17]=[C:12]2[CH:13]=[N:14][NH:15][CH:16]=[C:11]2[N:10]=1.Cl[CH2:19][C:20]1[O:24][N:23]=[C:22]([C:25]2[CH:37]=[CH:36][C:28]([O:29][CH2:30][CH2:31][CH2:32][N:33]([CH3:35])[CH3:34])=[CH:27][CH:26]=2)[CH:21]=1. (8) The reactants are: [BH4-].[Na+].[Cl-].[Ca+2].[Cl-].[Cl:6][C:7]1[N:17]=[CH:16][C:15]([CH2:18][N:19]2[C:23]([CH3:24])=[C:22]([C:25]3[CH:30]=[CH:29][CH:28]=[C:27]([C:31]#[N:32])[CH:26]=3)[C:21]([C:33]#[N:34])=[C:20]2[CH3:35])=[CH:14][C:8]=1[C:9](OCC)=[O:10].C(O)(=O)CC(CC(O)=O)(C(O)=O)O. Given the product [Cl:6][C:7]1[N:17]=[CH:16][C:15]([CH2:18][N:19]2[C:23]([CH3:24])=[C:22]([C:25]3[CH:30]=[CH:29][CH:28]=[C:27]([C:31]#[N:32])[CH:26]=3)[C:21]([C:33]#[N:34])=[C:20]2[CH3:35])=[CH:14][C:8]=1[CH2:9][OH:10], predict the reactants needed to synthesize it. (9) Given the product [CH2:1]([N:8]1[CH:13]([CH2:14][O:15][Si:16]([C:19]([CH3:22])([CH3:21])[CH3:20])([CH3:18])[CH3:17])[CH2:12][O:11][C:10]([CH2:24][CH:25]([O:27][Si:34]([C:47]([CH3:50])([CH3:49])[CH3:48])([C:41]2[CH:42]=[CH:43][CH:44]=[CH:45][CH:46]=2)[C:35]2[CH:40]=[CH:39][CH:38]=[CH:37][CH:36]=2)[CH3:26])([CH3:23])[C:9]1=[O:28])[C:2]1[CH:3]=[CH:4][CH:5]=[CH:6][CH:7]=1, predict the reactants needed to synthesize it. The reactants are: [CH2:1]([N:8]1[CH:13]([CH2:14][O:15][Si:16]([C:19]([CH3:22])([CH3:21])[CH3:20])([CH3:18])[CH3:17])[CH2:12][O:11][C:10]([CH2:24][CH:25]([OH:27])[CH3:26])([CH3:23])[C:9]1=[O:28])[C:2]1[CH:7]=[CH:6][CH:5]=[CH:4][CH:3]=1.N1C=CN=C1.[Si:34](Cl)([C:47]([CH3:50])([CH3:49])[CH3:48])([C:41]1[CH:46]=[CH:45][CH:44]=[CH:43][CH:42]=1)[C:35]1[CH:40]=[CH:39][CH:38]=[CH:37][CH:36]=1.